This data is from Reaction yield outcomes from USPTO patents with 853,638 reactions. The task is: Predict the reaction yield, written as a fraction of the theoretical maximum amount of product (1.0 means a 100% yield; for example, 0.34 means a 34% yield). (1) The reactants are Br[C:2]1[CH:3]=[C:4]2[C:9](=[CH:10][CH:11]=1)[N:8]=[C:7]([O:12][CH3:13])[CH:6]=[C:5]2[C:14]1[CH:19]=[CH:18][CH:17]=[C:16]([Cl:20])[CH:15]=1.[Cl:21][C:22]1[S:26][C:25]([C:27]([C:29]2[N:30]([CH3:34])[CH:31]=[N:32][CH:33]=2)=[O:28])=[CH:24][CH:23]=1. No catalyst specified. The product is [Cl:20][C:16]1[CH:15]=[C:14]([C:5]2[C:4]3[C:9](=[CH:10][CH:11]=[C:2]([C:27]([C:25]4[S:26][C:22]([Cl:21])=[CH:23][CH:24]=4)([C:29]4[N:30]([CH3:34])[CH:31]=[N:32][CH:33]=4)[OH:28])[CH:3]=3)[N:8]=[C:7]([O:12][CH3:13])[CH:6]=2)[CH:19]=[CH:18][CH:17]=1. The yield is 0.650. (2) The reactants are [C:1]([C:3]1[CH:10]=[CH:9][C:6]([CH2:7][OH:8])=[CH:5][CH:4]=1)#[N:2].[N:11]([C:14]1[CH:23]=[CH:22][CH:21]=[C:20]2[C:15]=1[CH:16]=[CH:17][N:18]=[CH:19]2)=[C:12]=[O:13]. The catalyst is C(OCC)C. The product is [CH:19]1[C:20]2[C:15](=[C:14]([NH:11][C:12](=[O:13])[O:8][CH2:7][C:6]3[CH:9]=[CH:10][C:3]([C:1]#[N:2])=[CH:4][CH:5]=3)[CH:23]=[CH:22][CH:21]=2)[CH:16]=[CH:17][N:18]=1. The yield is 0.440. (3) The product is [Br:13][C:14]1[CH:19]=[CH:18][C:17]2[N:20]=[C:35]([C@@H:34]3[CH2:33][C@@H:32]4[C@@H:30]([CH2:31]4)[N:29]3[C:27]([O:26][C:22]([CH3:23])([CH3:25])[CH3:24])=[O:28])[NH:21][C:16]=2[CH:15]=1. The catalyst is C(Cl)Cl.C(O)(=O)C. The reactants are CCN=C=NCCCN(C)C.Cl.[Br:13][C:14]1[CH:15]=[C:16]([NH2:21])[C:17]([NH2:20])=[CH:18][CH:19]=1.[C:22]([O:26][C:27]([N:29]1[C@H:34]([C:35](O)=O)[CH2:33][C@@H:32]2[C@H:30]1[CH2:31]2)=[O:28])([CH3:25])([CH3:24])[CH3:23].ON1C2C=CC=CC=2N=N1. The yield is 0.633. (4) The reactants are Br[C:2]1[C:7](=[O:8])[C:6]([O:9][CH3:10])=[CH:5][N:4]([C:11]2[C:24]([F:25])=[CH:23][C:14]3[O:15][C:16]([F:22])([F:21])[C:17]([F:20])([F:19])[O:18][C:13]=3[CH:12]=2)[N:3]=1.[C:26]1([N:32]2[C:36](B3OC(C)(C)C(C)(C)O3)=[CH:35][CH:34]=[N:33]2)[CH:31]=[CH:30][CH:29]=[CH:28][CH:27]=1.C([O-])([O-])=O.[K+].[K+]. The catalyst is C1(C)C=CC=CC=1.O.[Cl-].[Na+].O.C([O-])(O)=O.[Na+]. The product is [CH3:10][O:9][C:6]1[C:7](=[O:8])[C:2]([C:36]2[N:32]([C:26]3[CH:27]=[CH:28][CH:29]=[CH:30][CH:31]=3)[N:33]=[CH:34][CH:35]=2)=[N:3][N:4]([C:11]2[C:24]([F:25])=[CH:23][C:14]3[O:15][C:16]([F:22])([F:21])[C:17]([F:20])([F:19])[O:18][C:13]=3[CH:12]=2)[CH:5]=1. The yield is 0.660. (5) The reactants are C(OC([NH:8][C:9]1[CH:14]=[C:13]([C:15]2[C:16]([C:29]3[CH:34]=[CH:33][C:32]([F:35])=[C:31]([F:36])[CH:30]=3)=[N:17][N:18]([C:20]3[CH:21]=[CH:22][C:23]4[N:24]([CH:26]=[N:27][N:28]=4)[N:25]=3)[CH:19]=2)[CH:12]=[CH:11][N:10]=1)=O)(C)(C)C.C(OC(NC1C=C(C2C(C3C=CC=CC=3)=NN(C3C=CC4N(C=NN=4)N=3)C=2)C=CN=1)=O)(C)(C)C. No catalyst specified. The product is [NH2:8][C:9]1[CH:14]=[C:13]([C:15]2[C:16]([C:29]3[CH:34]=[CH:33][C:32]([F:35])=[C:31]([F:36])[CH:30]=3)=[N:17][N:18]([C:20]3[CH:21]=[CH:22][C:23]4[N:24]([CH:26]=[N:27][N:28]=4)[N:25]=3)[CH:19]=2)[CH:12]=[CH:11][N:10]=1. The yield is 0.880. (6) The reactants are [CH3:1][O:2][C:3]1[CH:4]=[C:5]([CH2:11][C:12]([O:14][CH3:15])=[O:13])[CH:6]=[CH:7][C:8]=1[O:9][CH3:10].[Li+].C[Si]([N-][Si](C)(C)C)(C)C.Cl.Cl[CH2:28][C:29]1[CH:30]=[N:31][C:32]2[C:37]([CH:38]=1)=[C:36]([O:39][CH3:40])[CH:35]=[CH:34][CH:33]=2. The yield is 0.350. The catalyst is C1COCC1. The product is [CH3:1][O:2][C:3]1[CH:4]=[C:5]([CH:11]([CH2:28][C:29]2[CH:30]=[N:31][C:32]3[C:37]([CH:38]=2)=[C:36]([O:39][CH3:40])[CH:35]=[CH:34][CH:33]=3)[C:12]([O:14][CH3:15])=[O:13])[CH:6]=[CH:7][C:8]=1[O:9][CH3:10].